Dataset: Catalyst prediction with 721,799 reactions and 888 catalyst types from USPTO. Task: Predict which catalyst facilitates the given reaction. (1) Reactant: [O-:1]CC.[Na+].C(OO)(C)(C)C.[Cl:11][C:12]1[CH:13]=[C:14]([CH:33]=[C:34]([F:36])[CH:35]=1)[CH2:15][NH:16][C:17]([CH:19]1[CH2:25][CH2:24][CH2:23][CH2:22][N:21]([C:26]2[CH:31]=[CH:30][CH:29]=[CH:28][CH:27]=2)[C:20]1=[O:32])=[O:18]. Product: [Cl:11][C:12]1[CH:13]=[C:14]([CH:33]=[C:34]([F:36])[CH:35]=1)[CH2:15][NH:16][C:17]([C:19]1([OH:1])[CH2:25][CH2:24][CH2:23][CH2:22][N:21]([C:26]2[CH:27]=[CH:28][CH:29]=[CH:30][CH:31]=2)[C:20]1=[O:32])=[O:18]. The catalyst class is: 107. (2) Reactant: C[O:2][C:3](=[O:10])[CH2:4][C:5](=[O:9])[CH:6]([CH3:8])[CH3:7].C[O-].[Na+].CO.[Cl:16][C:17]1[CH:18]=[N:19][CH:20]=[C:21]([Cl:27])[C:22]=1[C:23](Cl)=[N:24]O. Product: [Cl:16][C:17]1[CH:18]=[N:19][CH:20]=[C:21]([Cl:27])[C:22]=1[C:23]1[C:4]([C:3]([OH:2])=[O:10])=[C:5]([CH:6]([CH3:8])[CH3:7])[O:9][N:24]=1. The catalyst class is: 20. (3) Reactant: [F:1][C:2]1[C:10]([N+:11]([O-:13])=[O:12])=[CH:9][C:5]([C:6](O)=[O:7])=[CH:4][CH:3]=1.S(Cl)([Cl:16])=O. Product: [F:1][C:2]1[C:10]([N+:11]([O-:13])=[O:12])=[CH:9][C:5]([C:6]([Cl:16])=[O:7])=[CH:4][CH:3]=1. The catalyst class is: 9. (4) Reactant: [Cl:1][C:2]1[CH:3]=[C:4]([CH:16]=[CH:17][C:18]=1[F:19])[C:5]([NH:7][C:8]1[CH:13]=[CH:12][C:11]([CH3:14])=[C:10]([OH:15])[CH:9]=1)=[O:6].C(=O)([O-])[O-].[K+].[K+].Br[CH2:27][C:28]1[C:36]2[C:31](=[N:32][CH:33]=[N:34][C:35]=2[Cl:37])[N:30]([CH3:38])[N:29]=1. Product: [Cl:1][C:2]1[CH:3]=[C:4]([CH:16]=[CH:17][C:18]=1[F:19])[C:5]([NH:7][C:8]1[CH:13]=[CH:12][C:11]([CH3:14])=[C:10]([O:15][CH2:27][C:28]2[C:36]3[C:31](=[N:32][CH:33]=[N:34][C:35]=3[Cl:37])[N:30]([CH3:38])[N:29]=2)[CH:9]=1)=[O:6]. The catalyst class is: 9. (5) Reactant: C([N+](CCCC)(CCCC)CCCC)CCC.[P:18]([O:22][CH2:23][C@@H:24]1[C@@H:28]([O:29][P:30]([O:33][CH2:34][C@@H:35]2[C@@H:39]([OH:40])[C@@H:38]([OH:41])[C@H:37]([N:42]3[CH:50]=[N:49][C:48]4[C:43]3=[N:44][CH:45]=[N:46][C:47]=4[NH2:51])[O:36]2)([OH:32])=[O:31])[CH2:27][C@H:26]([N:52]2[CH:57]=[CH:56][C:55]([NH2:58])=[N:54][C:53]2=[O:59])[O:25]1)([OH:21])([OH:20])=[O:19].[N:60]([C:63]1[CH:91]=[CH:90][CH:89]=[CH:88][C:64]=1[CH2:65][O:66][C:67]([NH:69][CH2:70][CH2:71][CH2:72][C@H:73]([NH:80][C:81]([O:83][C:84]([CH3:87])([CH3:86])[CH3:85])=[O:82])[C:74](OCC#N)=[O:75])=[O:68])=[N+:61]=[N-:62]. Product: [N:60]([C:63]1[CH:91]=[CH:90][CH:89]=[CH:88][C:64]=1[CH2:65][O:66][C:67]([NH:69][CH2:70][CH2:71][CH2:72][C@@H:73]([NH:80][C:81]([O:83][C:84]([CH3:86])([CH3:87])[CH3:85])=[O:82])[C:74]([O:40][C@H:39]1[C@@H:38]([OH:41])[C@H:37]([N:42]2[CH:50]=[N:49][C:48]3[C:43]2=[N:44][CH:45]=[N:46][C:47]=3[NH2:51])[O:36][C@H:35]1[CH2:34][O:33][P:30]([O:29][C@H:28]1[CH2:27][C@H:26]([N:52]2[CH:57]=[CH:56][C:55]([NH2:58])=[N:54][C:53]2=[O:59])[O:25][C@@H:24]1[CH2:23][O:22][P:18]([OH:21])([OH:20])=[O:19])([OH:32])=[O:31])=[O:75])=[O:68])=[N+:61]=[N-:62]. The catalyst class is: 10. (6) Reactant: [CH3:1][N:2]([CH3:22])[CH:3]([C:17]1[CH:21]=[CH:20][S:19][CH:18]=1)[C:4]([NH:6][C:7]1[CH:16]=[CH:15][C:10]([C:11](OC)=[O:12])=[CH:9][CH:8]=1)=[O:5].C([NH2:25])=O.C[O-].[Na+]. Product: [CH3:1][N:2]([CH3:22])[CH:3]([C:17]1[CH:21]=[CH:20][S:19][CH:18]=1)[C:4]([NH:6][C:7]1[CH:16]=[CH:15][C:10]([C:11]([NH2:25])=[O:12])=[CH:9][CH:8]=1)=[O:5]. The catalyst class is: 3.